Predict the reactants needed to synthesize the given product. From a dataset of Full USPTO retrosynthesis dataset with 1.9M reactions from patents (1976-2016). (1) Given the product [CH3:7][O:8][C:9]1[CH:14]=[CH:13][C:12]([C:15]2[CH:16]=[CH:17][NH:24][C:22](=[O:23])[C:21]=2[C:19]#[N:20])=[CH:11][CH:10]=1, predict the reactants needed to synthesize it. The reactants are: CC(C)([O-])C.[K+].[CH3:7][O:8][C:9]1[CH:14]=[CH:13][C:12](/[CH:15]=[CH:16]/[CH:17]=O)=[CH:11][CH:10]=1.[C:19]([CH2:21][C:22]([NH2:24])=[O:23])#[N:20].O=O. (2) Given the product [C:10]1([CH2:9][O:8][C:6](=[O:7])[NH:16][CH2:17][C:18](=[O:19])[N:1]2[CH2:5][CH2:4][CH2:3][CH2:2]2)[CH:11]=[CH:12][CH:13]=[CH:14][CH:15]=1, predict the reactants needed to synthesize it. The reactants are: [NH:1]1[CH2:5][CH2:4][CH2:3][CH2:2]1.[C:6]([NH:16][CH2:17][C:18](O)=[O:19])([O:8][CH2:9][C:10]1[CH:15]=[CH:14][CH:13]=[CH:12][CH:11]=1)=[O:7].C1C=NC2N(O)N=NC=2C=1.CN1CCOCC1.C(Cl)CCl. (3) Given the product [OH:1][C@@H:2]1[C@H:6]2[N:7]([C:21]([O:23][CH2:24][C:25]3[CH:30]=[CH:29][CH:28]=[CH:27][CH:26]=3)=[O:22])[CH2:8][C@H:9]([NH:32][CH3:31])[C@H:5]2[O:4][CH2:3]1, predict the reactants needed to synthesize it. The reactants are: [OH:1][C@@H:2]1[C@H:6]2[N:7]([C:21]([O:23][CH2:24][C:25]3[CH:30]=[CH:29][CH:28]=[CH:27][CH:26]=3)=[O:22])[CH2:8][C@@H:9](OS(C3C=CC(C)=CC=3)(=O)=O)[C@H:5]2[O:4][CH2:3]1.[CH3:31][NH2:32]. (4) Given the product [OH:30][CH2:29][CH2:31][NH:32][C:19]([C:17]1[S:18][C:13]2[C:12]([N:22]3[CH2:27][CH2:26][O:25][CH2:24][CH2:23]3)=[N:11][C:10]([C:5]3[CH:6]=[CH:7][CH:8]=[C:9]4[C:4]=3[CH:3]=[N:2][NH:1]4)=[N:15][C:14]=2[CH:16]=1)=[O:21], predict the reactants needed to synthesize it. The reactants are: [NH:1]1[C:9]2[C:4](=[C:5]([C:10]3[N:11]=[C:12]([N:22]4[CH2:27][CH2:26][O:25][CH2:24][CH2:23]4)[C:13]4[S:18][C:17]([C:19]([OH:21])=O)=[CH:16][C:14]=4[N:15]=3)[CH:6]=[CH:7][CH:8]=2)[CH:3]=[N:2]1.Cl.[CH2:29]([CH2:31][NH2:32])[OH:30]. (5) The reactants are: [C:1]1(=[N:7][OH:8])[CH2:6][CH2:5][CH2:4][CH2:3][CH2:2]1.[OH-].[Na+].[CH:11]1([N:17]=[C:18]=[N:19][CH:20]2[CH2:25][CH2:24][CH2:23][CH2:22][CH2:21]2)[CH2:16][CH2:15][CH2:14][CH2:13][CH2:12]1. Given the product [CH:20]1([NH:19][C:18](=[N:17][CH:11]2[CH2:16][CH2:15][CH2:14][CH2:13][CH2:12]2)[O:8][N:7]=[C:1]2[CH2:6][CH2:5][CH2:4][CH2:3][CH2:2]2)[CH2:21][CH2:22][CH2:23][CH2:24][CH2:25]1, predict the reactants needed to synthesize it. (6) Given the product [CH3:12][O:11][C:3]1[CH:4]=[CH:5][C:6]([N+:8]([O-:10])=[O:9])=[CH:7][C:2]=1[C:14]([F:22])([F:13])[C:18]([F:21])([F:20])[F:19], predict the reactants needed to synthesize it. The reactants are: Br[C:2]1[CH:7]=[C:6]([N+:8]([O-:10])=[O:9])[CH:5]=[CH:4][C:3]=1[O:11][CH3:12].[F:13][C:14]([F:22])([C:18]([F:21])([F:20])[F:19])C([O-])=O.[Na+]. (7) The reactants are: [CH2:1]=CC1C=CC=CC=1.C1C=CC=CC=1.C1(C(C2C=CC=CC=2)C)C=CC=CC=1.[C:29]1([CH:35]([C:37]2[CH:42]=[CH:41][CH:40]=[CH:39][C:38]=2[CH3:43])[CH3:36])[CH:34]=[CH:33][CH:32]=[CH:31][CH:30]=1. Given the product [C:29]1([C:35]2([CH2:36][CH3:1])[CH:41]=[CH:40][CH:39]=[C:38]([CH3:43])[CH:37]2[CH3:42])[CH:30]=[CH:31][CH:32]=[CH:33][CH:34]=1, predict the reactants needed to synthesize it. (8) The reactants are: [CH3:1][O:2][C:3]1[CH:27]=[CH:26][C:6]([CH2:7][N:8]2[C:16]3[C:11](=[CH:12][C:13]([CH:17]=[C:18]4[S:22][C:21](SC)=[N:20][C:19]4=[O:25])=[CH:14][CH:15]=3)[CH:10]=[N:9]2)=[C:5]([C:28]([F:31])([F:30])[F:29])[CH:4]=1.[NH:32]1[CH2:36][CH2:35][CH2:34][C@@H:33]1[C:37]([OH:39])=[O:38]. Given the product [CH3:1][O:2][C:3]1[CH:27]=[CH:26][C:6]([CH2:7][N:8]2[C:16]3[C:11](=[CH:12][C:13]([CH:17]=[C:18]4[S:22][C:21]([N:32]5[CH2:36][CH2:35][CH2:34][C@@H:33]5[C:37]([OH:39])=[O:38])=[N:20][C:19]4=[O:25])=[CH:14][CH:15]=3)[CH:10]=[N:9]2)=[C:5]([C:28]([F:30])([F:29])[F:31])[CH:4]=1, predict the reactants needed to synthesize it. (9) Given the product [OH:19][CH:8]([C:4]1[CH:5]=[CH:6][CH:7]=[C:2]([C:21]#[C:20][C:22]2([OH:26])[CH2:25][CH2:24][CH2:23]2)[CH:3]=1)[CH2:9][CH2:10][NH:11][C:12](=[O:18])[O:13][C:14]([CH3:17])([CH3:16])[CH3:15], predict the reactants needed to synthesize it. The reactants are: Br[C:2]1[CH:3]=[C:4]([CH:8]([OH:19])[CH2:9][CH2:10][NH:11][C:12](=[O:18])[O:13][C:14]([CH3:17])([CH3:16])[CH3:15])[CH:5]=[CH:6][CH:7]=1.[C:20]([C:22]1([OH:26])[CH2:25][CH2:24][CH2:23]1)#[CH:21].